This data is from Peptide-MHC class I binding affinity with 185,985 pairs from IEDB/IMGT. The task is: Regression. Given a peptide amino acid sequence and an MHC pseudo amino acid sequence, predict their binding affinity value. This is MHC class I binding data. (1) The peptide sequence is SVPSHLPDR. The MHC is Patr-A0101 with pseudo-sequence Patr-A0101. The binding affinity (normalized) is 0.264. (2) The peptide sequence is SEGATPQDL. The MHC is HLA-B57:01 with pseudo-sequence HLA-B57:01. The binding affinity (normalized) is 0. (3) The peptide sequence is LEYGANYFL. The MHC is HLA-B18:01 with pseudo-sequence HLA-B18:01. The binding affinity (normalized) is 0.771. (4) The peptide sequence is RVRIERGPR. The MHC is HLA-A02:01 with pseudo-sequence HLA-A02:01. The binding affinity (normalized) is 0.0847.